This data is from Forward reaction prediction with 1.9M reactions from USPTO patents (1976-2016). The task is: Predict the product of the given reaction. (1) Given the reactants [OH-].[K+].C[O:4][C:5]([C:7]1[S:8][C:9]([CH3:23])=[C:10]([NH:12][C:13]([NH:15][CH2:16][C:17]2[CH:22]=[CH:21][CH:20]=[CH:19][CH:18]=2)=[O:14])[CH:11]=1)=[O:6].Cl, predict the reaction product. The product is: [CH3:23][C:9]1[S:8][C:7]([C:5]([OH:6])=[O:4])=[CH:11][C:10]=1[NH:12][C:13]([NH:15][CH2:16][C:17]1[CH:22]=[CH:21][CH:20]=[CH:19][CH:18]=1)=[O:14]. (2) The product is: [CH3:1][N:2]([CH3:6])[C:3](=[O:4])[O:38][CH2:37][C:30]1[CH:31]=[C:32]([F:36])[C:33]([F:35])=[CH:34][C:29]=1[C:13]1[CH:14]=[C:15]2[C:10](=[CH:11][CH:12]=1)[N:9]=[C:8]([NH2:7])[N:17]=[C:16]2[C:18]([N:20]1[CH2:21][C:22]2[C:27](=[CH:26][CH:25]=[CH:24][CH:23]=2)[CH2:28]1)=[O:19]. Given the reactants [CH3:1][N:2]([CH3:6])[C:3](Cl)=[O:4].[NH2:7][C:8]1[N:17]=[C:16]([C:18]([N:20]2[CH2:28][C:27]3[C:22](=[CH:23][CH:24]=[CH:25][CH:26]=3)[CH2:21]2)=[O:19])[C:15]2[C:10](=[CH:11][CH:12]=[C:13]([C:29]3[CH:34]=[C:33]([F:35])[C:32]([F:36])=[CH:31][C:30]=3[CH2:37][OH:38])[CH:14]=2)[N:9]=1.CN(C)C=O, predict the reaction product. (3) The product is: [ClH:15].[CH2:16]([O:13][C:12](=[O:14])[C@H:10]([CH2:9][O:8][CH2:1][C:2]1[CH:7]=[CH:6][CH:5]=[CH:4][CH:3]=1)[NH2:11])[CH3:17]. Given the reactants [CH2:1]([O:8][CH2:9][C@@H:10]([C:12]([OH:14])=[O:13])[NH2:11])[C:2]1[CH:7]=[CH:6][CH:5]=[CH:4][CH:3]=1.[ClH:15].[CH2:16](O)[CH3:17], predict the reaction product. (4) Given the reactants [NH:1]1[C:5]2[CH:6]=[CH:7][CH:8]=[CH:9][C:4]=2[N:3]=[C:2]1[C:10]([C:12]1[CH:29]=[CH:28][C:15]([O:16][C:17]2[C:18]([C:23]([O:25]CC)=[O:24])=[N:19][CH:20]=[CH:21][N:22]=2)=[CH:14][CH:13]=1)=[O:11].[OH-].[Na+], predict the reaction product. The product is: [NH:1]1[C:5]2[CH:6]=[CH:7][CH:8]=[CH:9][C:4]=2[N:3]=[C:2]1[C:10]([C:12]1[CH:13]=[CH:14][C:15]([O:16][C:17]2[C:18]([C:23]([OH:25])=[O:24])=[N:19][CH:20]=[CH:21][N:22]=2)=[CH:28][CH:29]=1)=[O:11]. (5) Given the reactants [CH2:1]1[N:6]([CH2:7][CH2:8][OH:9])[CH2:5][CH2:4][N:3]([CH2:10][CH2:11][S:12]([OH:15])(=[O:14])=[O:13])[CH2:2]1.[Na+].[Cl-].C(N(CC(O)=O)CC(O)=O)CN(CC(O)=O)CC(O)=O.C1[C@H:72]([NH2:73])[C@@H:70](O[C@H]2O[C@H:70]([CH2:72][NH2:73])[C@@H:69](O)[C@H:68]([OH:75])[C@H]2N)[C@H:69](O[C@@H]2O[C@H](CO)[C@@H](O[C@H]3O[C@@H:70]([CH2:72][NH2:73])[C@@H:69](O)[C@H:68]([OH:75])[C@H]3N)[C@H]2O)[C@@H:68]([OH:75])[C@@H]1N, predict the reaction product. The product is: [CH2:5]1[N:6]([CH2:7][CH2:8][OH:9])[CH2:1][CH2:2][N:3]([CH2:10][CH2:11][S:12]([OH:15])(=[O:14])=[O:13])[CH2:4]1.[OH:75][CH2:68][CH2:69][CH:70]1[CH2:72][NH:73][CH2:1][CH2:2][N:3]1[CH2:10][CH2:11][S:12]([OH:15])(=[O:14])=[O:13]. (6) Given the reactants C([O:3][P:4]([CH2:9][S:10][CH2:11][C:12]([N:14]1[CH2:19][CH2:18][CH2:17][CH2:16][CH:15]1[C:20]([OH:22])=O)=[O:13])([O:6]CC)=[O:5])C.[NH2:23][CH:24]([CH2:32][C:33]1[CH:42]=[CH:41][C:40]2[C:35](=[CH:36][CH:37]=[CH:38][CH:39]=2)[CH:34]=1)[C:25]([NH:27][C:28]([CH3:31])([CH3:30])[CH3:29])=[O:26].C(OP(=O)OCC)C.C([O-])(O)=O.[Na+], predict the reaction product. The product is: [C:28]([NH:27][C:25]([CH:24]([NH:23][C:20]([CH:15]1[CH2:16][CH2:17][CH2:18][CH2:19][N:14]1[C:12](=[O:13])[CH2:11][S:10][CH2:9][P:4](=[O:5])([OH:3])[OH:6])=[O:22])[CH2:32][C:33]1[CH:42]=[CH:41][C:40]2[C:35](=[CH:36][CH:37]=[CH:38][CH:39]=2)[CH:34]=1)=[O:26])([CH3:31])([CH3:29])[CH3:30]. (7) Given the reactants [Cl:1][C:2]1[CH:7]=[C:6](Cl)[N:5]2[N:9]=[C:10]([C:12]3[CH:17]=[CH:16][CH:15]=[CH:14][C:13]=3[CH3:18])[CH:11]=[C:4]2[N:3]=1.[NH:19]1[CH2:24][CH2:23][O:22][CH2:21][CH2:20]1, predict the reaction product. The product is: [Cl:1][C:2]1[CH:7]=[C:6]([N:19]2[CH2:24][CH2:23][O:22][CH2:21][CH2:20]2)[N:5]2[N:9]=[C:10]([C:12]3[CH:17]=[CH:16][CH:15]=[CH:14][C:13]=3[CH3:18])[CH:11]=[C:4]2[N:3]=1. (8) Given the reactants [CH2:1]([C:12]1[N:16]=[C:15]([C:17]2[CH:18]=[C:19]([CH:22]=[CH:23][CH:24]=2)[CH:20]=O)[O:14][N:13]=1)[CH2:2][CH2:3][CH2:4][CH2:5][CH2:6][CH2:7][CH2:8][CH2:9][CH2:10][CH3:11].[F:25][C:26]([F:36])([F:35])[C:27]1[CH:34]=[CH:33][CH:32]=[CH:31][C:28]=1[CH2:29][NH2:30], predict the reaction product. The product is: [F:25][C:26]([F:35])([F:36])[C:27]1[CH:34]=[CH:33][CH:32]=[CH:31][C:28]=1[CH2:29][NH:30][CH2:20][C:19]1[CH:22]=[CH:23][CH:24]=[C:17]([C:15]2[O:14][N:13]=[C:12]([CH2:1][CH2:2][CH2:3][CH2:4][CH2:5][CH2:6][CH2:7][CH2:8][CH2:9][CH2:10][CH3:11])[N:16]=2)[CH:18]=1. (9) Given the reactants [NH2:1][C@@H:2]1[CH2:7][CH2:6][CH2:5][N:4]([C:8]2[CH:16]=[C:15]([NH:17][C:18]3[CH:23]=[CH:22][C:21]([C:24]([N:26]4[CH2:31][CH2:30][O:29][CH2:28][CH2:27]4)=[O:25])=[CH:20][CH:19]=3)[C:11]([C:12]([NH2:14])=[O:13])=[CH:10][N:9]=2)[CH2:3]1.[CH3:32][C:33]1[S:37][C:36]([NH:38][C:39](=O)[O:40]C2C=CC=CC=2)=[N:35][CH:34]=1.CCN(CC)CC, predict the reaction product. The product is: [CH3:32][C:33]1[S:37][C:36]([NH:38][C:39](=[O:40])[NH:1][C@@H:2]2[CH2:7][CH2:6][CH2:5][N:4]([C:8]3[CH:16]=[C:15]([NH:17][C:18]4[CH:23]=[CH:22][C:21]([C:24]([N:26]5[CH2:31][CH2:30][O:29][CH2:28][CH2:27]5)=[O:25])=[CH:20][CH:19]=4)[C:11]([C:12]([NH2:14])=[O:13])=[CH:10][N:9]=3)[CH2:3]2)=[N:35][CH:34]=1.